Task: Predict which catalyst facilitates the given reaction.. Dataset: Catalyst prediction with 721,799 reactions and 888 catalyst types from USPTO (1) Reactant: [Cl:1][C:2]1[CH:7]=[C:6]([N+:8]([O-:10])=[O:9])[CH:5]=[C:4]([CH2:11][CH2:12]O)[C:3]=1[OH:14].CS(Cl)(=O)=O.C(=O)([O-])O.[Na+].Cl. Product: [Cl:1][C:2]1[C:3]2[O:14][CH2:12][CH2:11][C:4]=2[CH:5]=[C:6]([N+:8]([O-:10])=[O:9])[CH:7]=1. The catalyst class is: 17. (2) Reactant: [Cl:1][C:2]1[CH:7]=[C:6](Cl)[C:5]([N+:9]([O-:11])=[O:10])=[CH:4][N:3]=1.Cl.[F:13][C:14]1([F:20])[CH2:19][CH2:18][NH:17][CH2:16][CH2:15]1.CCN(CC)CC. Product: [Cl:1][C:2]1[CH:7]=[C:6]([N:17]2[CH2:18][CH2:19][C:14]([F:20])([F:13])[CH2:15][CH2:16]2)[C:5]([N+:9]([O-:11])=[O:10])=[CH:4][N:3]=1. The catalyst class is: 7.